This data is from Reaction yield outcomes from USPTO patents with 853,638 reactions. The task is: Predict the reaction yield, written as a fraction of the theoretical maximum amount of product (1.0 means a 100% yield; for example, 0.34 means a 34% yield). (1) The reactants are [CH3:1][O:2][CH2:3][CH2:4][N:5]1[C:9]([CH3:10])=[C:8]([CH3:11])[S:7][C:6]1=[NH:12].CCN(CC)CC.[N:20]1[C:29]2[C:24](=[CH:25][CH:26]=[CH:27][CH:28]=2)[C:23]([C:30](Cl)=[O:31])=[CH:22][CH:21]=1. The catalyst is C1COCC1. The product is [CH3:1][O:2][CH2:3][CH2:4][N:5]1[C:9]([CH3:10])=[C:8]([CH3:11])[S:7]/[C:6]/1=[N:12]\[C:30]([C:23]1[C:24]2[C:29](=[CH:28][CH:27]=[CH:26][CH:25]=2)[N:20]=[CH:21][CH:22]=1)=[O:31]. The yield is 0.330. (2) The reactants are [ClH:1].C(N(CC)CCNC(C1C=CC2C(=CC=C(I)C=2)C=1)=O)C.[CH2:23]([N:25]([CH2:47][CH3:48])[CH2:26][CH2:27][NH:28][C:29]([C:31]1[C:44]2[NH:43][C:42]3[C:37](=[CH:38][CH:39]=[CH:40][CH:41]=3)[C:36](=[O:45])[C:35]=2[CH:34]=[C:33]([I:46])[CH:32]=1)=[O:30])[CH3:24].[K+].[Br-]. No catalyst specified. The product is [ClH:1].[CH2:47]([N:25]([CH2:23][CH3:24])[CH2:26][CH2:27][NH:28][C:29]([C:31]1[C:44]2[NH:43][C:42]3[C:37](=[CH:38][CH:39]=[CH:40][CH:41]=3)[C:36](=[O:45])[C:35]=2[CH:34]=[C:33]([I:46])[CH:32]=1)=[O:30])[CH3:48]. The yield is 0.710. (3) The product is [CH:7]1([C:13]2[C:14]3[CH:15]=[CH:16][C:17]([C:41]([O:43][C:44]([CH3:46])([CH3:45])[CH3:47])=[O:42])=[CH:18][C:19]=3[N:20]3[CH2:26][C:25]([C:27](=[O:34])/[C:28](/[C:29]([O:31][CH2:32][CH3:33])=[O:30])=[CH:48]/[CH:49]([CH3:51])[CH3:50])=[CH:24][C:23]4[CH:35]=[C:36]([O:39][CH3:40])[CH:37]=[CH:38][C:22]=4[C:21]=23)[CH2:8][CH2:9][CH2:10][CH2:11][CH2:12]1. The yield is 0.870. The reactants are N1CCCCC1.[CH:7]1([C:13]2[C:14]3[CH:15]=[CH:16][C:17]([C:41]([O:43][C:44]([CH3:47])([CH3:46])[CH3:45])=[O:42])=[CH:18][C:19]=3[N:20]3[CH2:26][C:25]([C:27](=[O:34])[CH2:28][C:29]([O:31][CH2:32][CH3:33])=[O:30])=[CH:24][C:23]4[CH:35]=[C:36]([O:39][CH3:40])[CH:37]=[CH:38][C:22]=4[C:21]=23)[CH2:12][CH2:11][CH2:10][CH2:9][CH2:8]1.[CH:48](=O)[CH:49]([CH3:51])[CH3:50]. The catalyst is CCO. (4) The reactants are [Br:1][C:2]1[CH:9]=[CH:8][C:5]([CH:6]=O)=[C:4]([F:10])[CH:3]=1.[C:11]([NH2:15])([CH3:14])([CH3:13])[CH3:12]. The catalyst is C(Cl)Cl. The product is [Br:1][C:2]1[CH:9]=[CH:8][C:5]([CH:6]=[N:15][C:11]([CH3:14])([CH3:13])[CH3:12])=[C:4]([F:10])[CH:3]=1. The yield is 0.780. (5) The reactants are [F:1][C:2]1[CH:7]=[CH:6][C:5]([CH2:8][N:9]([CH3:25])[CH2:10][CH2:11][C:12]2[CH:13]=[N:14][N:15]([C:17]3[CH:22]=C(C#N)[CH:20]=[CH:19][N:18]=3)[CH:16]=2)=[CH:4][CH:3]=1.[OH-:26].[Na+].[CH2:28]([OH:30])[CH3:29]. No catalyst specified. The product is [F:1][C:2]1[CH:7]=[CH:6][C:5]([CH2:8][N:9]([CH3:25])[CH2:10][CH2:11][C:12]2[CH:13]=[N:14][N:15]([C:17]3[CH:22]=[C:29]([C:28]([OH:26])=[O:30])[CH:20]=[CH:19][N:18]=3)[CH:16]=2)=[CH:4][CH:3]=1. The yield is 0.800.